This data is from Catalyst prediction with 721,799 reactions and 888 catalyst types from USPTO. The task is: Predict which catalyst facilitates the given reaction. (1) Reactant: [Cl:1][S:2]([OH:5])(=O)=[O:3].[NH2:6][C:7]1[N:12]=[CH:11][CH:10]=[CH:9][N:8]=1.S(Cl)(Cl)=O. Product: [NH2:6][C:7]1[N:12]=[CH:11][C:10]([S:2]([Cl:1])(=[O:5])=[O:3])=[CH:9][N:8]=1. The catalyst class is: 6. (2) Reactant: [CH3:1][C:2]1[CH:10]=[CH:9][C:8]2[N:7]([CH2:11][CH:12]([C:14]3[CH:19]=[CH:18][N:17]=[CH:16][CH:15]=3)[OH:13])[C:6]3[CH2:20][CH2:21][NH:22][CH2:23][C:5]=3[C:4]=2[CH:3]=1.C(=O)([O-])[O-].[K+].[K+].Br[CH2:31][CH:32]([OH:34])[CH3:33]. Product: [OH:13][CH:12]([C:14]1[CH:19]=[CH:18][N:17]=[CH:16][CH:15]=1)[CH2:11][N:7]1[C:8]2[CH:9]=[CH:10][C:2]([CH3:1])=[CH:3][C:4]=2[C:5]2[CH2:23][N:22]([CH2:31][CH:32]([OH:34])[CH3:33])[CH2:21][CH2:20][C:6]1=2. The catalyst class is: 47.